Dataset: Full USPTO retrosynthesis dataset with 1.9M reactions from patents (1976-2016). Task: Predict the reactants needed to synthesize the given product. (1) The reactants are: [F:1][C:2]([F:16])([F:15])[C:3]1[CH:8]=[CH:7][C:6]([C:9]#[C:10][Si](C)(C)C)=[CH:5][N:4]=1.FC(F)(F)S(O[C:23]1[CH2:24][CH2:25][N:26]([S:29]([CH2:32][C@:33]2([CH3:40])[C:37](=[O:38])[NH:36][C:35](=[O:39])[NH:34]2)(=[O:31])=[O:30])[CH2:27][CH:28]=1)(=O)=O. Given the product [CH3:40][C@:33]1([CH2:32][S:29]([N:26]2[CH2:25][CH:24]=[C:23]([C:10]#[C:9][C:6]3[CH:5]=[N:4][C:3]([C:2]([F:16])([F:15])[F:1])=[CH:8][CH:7]=3)[CH2:28][CH2:27]2)(=[O:31])=[O:30])[NH:34][C:35](=[O:39])[NH:36][C:37]1=[O:38], predict the reactants needed to synthesize it. (2) Given the product [N:14]1[C:15]2[C:10](=[CH:9][C:8]([O:7][CH:19]([O:25][CH2:26][CH3:27])[C:20]([O:22][CH2:23][CH3:24])=[O:21])=[CH:17][CH:16]=2)[CH:11]=[CH:12][CH:13]=1, predict the reactants needed to synthesize it. The reactants are: CC(C)([O-])C.[K+].[OH:7][C:8]1[CH:9]=[C:10]2[C:15](=[CH:16][CH:17]=1)[N:14]=[CH:13][CH:12]=[CH:11]2.Cl[CH:19]([O:25][CH2:26][CH3:27])[C:20]([O:22][CH2:23][CH3:24])=[O:21].O. (3) Given the product [Cl:1][C:2]1[CH:7]=[C:6]([O:10][CH3:9])[N:5]=[CH:4][N:3]=1, predict the reactants needed to synthesize it. The reactants are: [Cl:1][C:2]1[CH:7]=[C:6](Cl)[N:5]=[CH:4][N:3]=1.[CH3:9][O-:10].[Na+].